From a dataset of Catalyst prediction with 721,799 reactions and 888 catalyst types from USPTO. Predict which catalyst facilitates the given reaction. (1) Reactant: COC1C=C(OC)C=CC=1C[N:6]([C:36]1[S:40][N:39]=[CH:38][N:37]=1)[S:7]([C:10]1[CH:18]=[C:17]2[C:13]([C:14]([C:20]3[CH:25]=[CH:24][C:23](C(F)(F)F)=[CH:22][C:21]=3[C:30]3[N:34]([CH3:35])[N:33]=[CH:32][CH:31]=3)=[CH:15][N:16]2[CH3:19])=[CH:12][CH:11]=1)(=[O:9])=[O:8].[ClH:47]. Product: [Cl:47][C:23]1[CH:24]=[CH:25][C:20]([C:14]2[C:13]3[C:17](=[CH:18][C:10]([S:7]([NH:6][C:36]4[S:40][N:39]=[CH:38][N:37]=4)(=[O:8])=[O:9])=[CH:11][CH:12]=3)[N:16]([CH3:19])[CH:15]=2)=[C:21]([C:30]2[N:34]([CH3:35])[N:33]=[CH:32][CH:31]=2)[CH:22]=1. The catalyst class is: 5. (2) Reactant: [F:1][C:2]1[CH:7]=[CH:6][C:5]([CH2:8][C:9]2[NH:10][C:11]([C:24]3[CH:29]=[CH:28][CH:27]=[C:26]([CH3:30])[N:25]=3)=[C:12]([C:14]3[CH:15]=[C:16]4[C:21](=[CH:22][CH:23]=3)[N:20]=[CH:19][CH:18]=[CH:17]4)[N:13]=2)=[CH:4][C:3]=1[OH:31].ClC[CH2:34][C:35]([O:37][CH3:38])=[O:36].C([O-])([O-])=O.[K+].[K+]. Product: [F:1][C:2]1[CH:7]=[CH:6][C:5]([CH2:8][C:9]2[NH:10][C:11]([C:24]3[CH:29]=[CH:28][CH:27]=[C:26]([CH3:30])[N:25]=3)=[C:12]([C:14]3[CH:15]=[C:16]4[C:21](=[CH:22][CH:23]=3)[N:20]=[CH:19][CH:18]=[CH:17]4)[N:13]=2)=[CH:4][C:3]=1[O:31][CH2:34][C:35]([O:37][CH3:38])=[O:36]. The catalyst class is: 95. (3) Reactant: Br[C:2]1[CH:15]=[CH:14][C:5]([O:6][CH:7]2[CH2:12][CH2:11][N:10]([CH3:13])[CH2:9][CH2:8]2)=[C:4]([O:16][CH3:17])[CH:3]=1.[B:18]1([B:18]2[O:22][C:21]([CH3:24])([CH3:23])[C:20]([CH3:26])([CH3:25])[O:19]2)[O:22][C:21]([CH3:24])([CH3:23])[C:20]([CH3:26])([CH3:25])[O:19]1.CC([O-])=O.[K+]. Product: [CH3:17][O:16][C:4]1[CH:3]=[C:2]([B:18]2[O:22][C:21]([CH3:24])([CH3:23])[C:20]([CH3:26])([CH3:25])[O:19]2)[CH:15]=[CH:14][C:5]=1[O:6][CH:7]1[CH2:12][CH2:11][N:10]([CH3:13])[CH2:9][CH2:8]1. The catalyst class is: 3. (4) Reactant: [Cl:1][C:2]1[CH:3]=[C:4]([CH:7]=[CH:8][C:9]=1[Cl:10])[CH:5]=O.[CH:11](=[O:13])[CH3:12].[OH-].[K+].C(OC(=O)C)(=O)C.Cl.O. Product: [Cl:1][C:2]1[CH:3]=[C:4](/[CH:5]=[CH:12]/[CH:11]=[O:13])[CH:7]=[CH:8][C:9]=1[Cl:10]. The catalyst class is: 191. (5) Reactant: [C:1]([O:5][C:6](=[O:18])[NH:7][CH:8]1[CH2:17][C:16]2[C:11](=[CH:12][CH:13]=[CH:14][CH:15]=2)[NH:10][CH2:9]1)([CH3:4])([CH3:3])[CH3:2].C(=O)([O-])[O-].[K+].[K+].[CH2:25](Br)[C:26]1[CH:31]=[CH:30][CH:29]=[CH:28][CH:27]=1. Product: [CH2:25]([N:10]1[C:11]2[C:16](=[CH:15][CH:14]=[CH:13][CH:12]=2)[CH2:17][CH:8]([NH:7][C:6](=[O:18])[O:5][C:1]([CH3:4])([CH3:2])[CH3:3])[CH2:9]1)[C:26]1[CH:31]=[CH:30][CH:29]=[CH:28][CH:27]=1. The catalyst class is: 8. (6) Reactant: [OH:1][C:2]1C=[CH:4][CH:5]=[C:6]2[C:11]=1[CH:10]=[C:9]([C:12]([O:14][CH3:15])=[O:13])[CH:8]=[CH:7]2.S(Cl)([Cl:19])(=O)=O.[CH:21]([Cl:24])(Cl)Cl. Product: [Cl:19][C:5]1[CH:4]=[C:21]([Cl:24])[C:2]([OH:1])=[C:11]2[C:6]=1[CH:7]=[CH:8][C:9]([C:12]([O:14][CH3:15])=[O:13])=[CH:10]2. The catalyst class is: 6.